From a dataset of Peptide-MHC class II binding affinity with 134,281 pairs from IEDB. Regression. Given a peptide amino acid sequence and an MHC pseudo amino acid sequence, predict their binding affinity value. This is MHC class II binding data. The peptide sequence is HSLLRTQRLHKFLVC. The MHC is DRB1_1101 with pseudo-sequence DRB1_1101. The binding affinity (normalized) is 0.602.